This data is from Catalyst prediction with 721,799 reactions and 888 catalyst types from USPTO. The task is: Predict which catalyst facilitates the given reaction. Reactant: [C:1]([C:4]1[CH:13]=[CH:12][CH:11]=[C:10]2[C:5]=1[CH2:6][CH2:7][N:8]1[C:18](=[O:19])[CH2:17][N:16]=[C:15]([N:20]3[CH:24]=[C:23]([CH2:25][CH3:26])[N:22]=[CH:21]3)[CH:14]=[C:9]12)(=[O:3])[CH3:2].[BH3-]C#N.[Na+]. Product: [CH2:25]([C:23]1[N:22]=[CH:21][N:20]([C:15]2[CH:14]=[C:9]3[C:10]4[C:5]([CH2:6][CH2:7][N:8]3[C:18](=[O:19])[CH2:17][N:16]=2)=[C:4]([CH:1]([OH:3])[CH3:2])[CH:13]=[CH:12][CH:11]=4)[CH:24]=1)[CH3:26]. The catalyst class is: 100.